This data is from Full USPTO retrosynthesis dataset with 1.9M reactions from patents (1976-2016). The task is: Predict the reactants needed to synthesize the given product. (1) Given the product [CH2:27]([NH:34][C:16]([C@@H:9]1[CH2:10][C:11](=[N:13][O:14][CH3:15])[CH2:12][N:8]1[C:6]([NH:19][CH2:22][CH2:23][CH2:24][CH2:25][CH3:26])=[O:7])=[O:18])[C:28]1[CH:33]=[CH:32][CH:31]=[CH:30][CH:29]=1, predict the reactants needed to synthesize it. The reactants are: C(O[C:6]([N:8]1[CH2:12][C:11](=[N:13][O:14][CH3:15])[CH2:10][C@H:9]1[C:16]([OH:18])=O)=[O:7])(C)(C)C.[N:19]([CH2:22][CH2:23][CH2:24][CH2:25][CH3:26])=C=O.[CH2:27]([NH2:34])[C:28]1[CH:33]=[CH:32][CH:31]=[CH:30][CH:29]=1. (2) Given the product [C:19]([O:23][CH2:24][CH3:25])(=[O:22])[CH:20]=[CH2:21].[C:26]([OH:31])(=[O:30])[C:27]([CH3:29])=[CH2:28], predict the reactants needed to synthesize it. The reactants are: S([O-])(OCCCCCCCCCCCC)(=O)=O.[Na+].[C:19]([O:23][CH2:24][CH3:25])(=[O:22])[CH:20]=[CH2:21].[C:26]([OH:31])(=[O:30])[C:27]([CH3:29])=[CH2:28].S(OOS([O-])(=O)=O)([O-])(=O)=O.[NH4+].[NH4+]. (3) Given the product [CH2:1]([O:8][C:9]1[CH:14]=[CH:13][C:12]([C:15]2[O:23][N:24]=[C:17]([OH:19])[CH:16]=2)=[CH:11][CH:10]=1)[C:2]1[CH:7]=[CH:6][CH:5]=[CH:4][CH:3]=1, predict the reactants needed to synthesize it. The reactants are: [CH2:1]([O:8][C:9]1[CH:14]=[CH:13][C:12]([C:15]#[C:16][C:17]([O:19]CC)=O)=[CH:11][CH:10]=1)[C:2]1[CH:7]=[CH:6][CH:5]=[CH:4][CH:3]=1.Cl.[OH:23][NH2:24].CO.[OH-].[K+].Cl. (4) Given the product [C:1]([N:9]1[C:13]([CH3:14])([CH3:15])[CH2:12][NH:11][C:10]1=[O:25])(=[O:8])[C:2]1[CH:3]=[CH:4][CH:5]=[CH:6][CH:7]=1, predict the reactants needed to synthesize it. The reactants are: [C:1]([N:9]1[C:13]([CH3:15])([CH3:14])[CH2:12][N:11](CC2C=CC(OC)=CC=2)[C:10]1=[O:25])(=[O:8])[C:2]1[CH:7]=[CH:6][CH:5]=[CH:4][CH:3]=1.FC(F)(F)S(O)(=O)=O.C(=O)([O-])O.[Na+]. (5) Given the product [CH2:1]([O:3][C:4]([C:6]1[CH:10]=[C:9]([C:11]2[CH:16]=[CH:15][N:14]=[C:13](/[CH:27]=[CH:28]/[C:29]3[CH:30]=[N:31][CH:32]=[CH:33][CH:34]=3)[CH:12]=2)[NH:8][C:7]=1[NH2:18])=[O:5])[CH3:2], predict the reactants needed to synthesize it. The reactants are: [CH2:1]([O:3][C:4]([C:6]1[CH:10]=[C:9]([C:11]2[CH:16]=[CH:15][N:14]=[C:13](Cl)[CH:12]=2)[NH:8][C:7]=1[NH2:18])=[O:5])[CH3:2].CC1(C)C(C)(C)OB(/[CH:27]=[CH:28]/[C:29]2[CH:30]=[N:31][CH:32]=[CH:33][CH:34]=2)O1.C([O-])([O-])=O.[Na+].[Na+].